From a dataset of Merck oncology drug combination screen with 23,052 pairs across 39 cell lines. Regression. Given two drug SMILES strings and cell line genomic features, predict the synergy score measuring deviation from expected non-interaction effect. (1) Drug 1: CC(C)CC(NC(=O)C(Cc1ccccc1)NC(=O)c1cnccn1)B(O)O. Drug 2: COC1=C2CC(C)CC(OC)C(O)C(C)C=C(C)C(OC(N)=O)C(OC)C=CC=C(C)C(=O)NC(=CC1=O)C2=O. Cell line: OVCAR3. Synergy scores: synergy=-36.9. (2) Drug 1: N#Cc1ccc(Cn2cncc2CN2CCN(c3cccc(Cl)c3)C(=O)C2)cc1. Drug 2: Cn1nnc2c(C(N)=O)ncn2c1=O. Cell line: UACC62. Synergy scores: synergy=4.84.